From a dataset of Reaction yield outcomes from USPTO patents with 853,638 reactions. Predict the reaction yield, written as a fraction of the theoretical maximum amount of product (1.0 means a 100% yield; for example, 0.34 means a 34% yield). (1) The reactants are [OH:1][C:2]1[CH:7]=[CH:6][C:5]([C:8](=[O:12])[CH2:9][CH2:10][CH3:11])=[CH:4][C:3]=1[O:13][CH3:14].Br[CH2:16][CH2:17][CH2:18][C:19]([O:21][CH2:22][CH3:23])=[O:20]. No catalyst specified. The product is [C:8]([C:5]1[CH:6]=[CH:7][C:2]([O:1][CH2:16][CH2:17][CH2:18][C:19]([O:21][CH2:22][CH3:23])=[O:20])=[C:3]([O:13][CH3:14])[CH:4]=1)(=[O:12])[CH2:9][CH2:10][CH3:11]. The yield is 0.960. (2) The product is [F:17][C:14]1[CH:13]=[CH:12][C:11]([C:7]2[C:6]([C:4]([OH:5])=[O:3])=[CH:10][O:9][N:8]=2)=[CH:16][CH:15]=1. The catalyst is C(O)C. The yield is 0.940. The reactants are C([O:3][C:4]([C:6]1[C:7]([C:11]2[CH:16]=[CH:15][C:14]([F:17])=[CH:13][CH:12]=2)=[N:8][O:9][CH:10]=1)=[O:5])C.[OH-].[Na+].Cl. (3) The reactants are [CH3:1][C:2]1[CH:11]=[CH:10][C:5]([C:6]([O:8]C)=[O:7])=[CH:4][C:3]=1[C:12]1[CH:13]=[C:14]2[C:19](=[CH:20][CH:21]=1)[C:18]([CH:22]([CH3:27])[C:23]([F:26])([F:25])[F:24])=[N:17][N:16]=[CH:15]2. The catalyst is C1COCC1.CO. The product is [CH3:1][C:2]1[CH:11]=[CH:10][C:5]([C:6]([OH:8])=[O:7])=[CH:4][C:3]=1[C:12]1[CH:13]=[C:14]2[C:19](=[CH:20][CH:21]=1)[C:18]([CH:22]([CH3:27])[C:23]([F:26])([F:24])[F:25])=[N:17][N:16]=[CH:15]2. The yield is 0.980. (4) The reactants are [NH2:1][C:2]1[N:7]=[CH:6][C:5]([C:8]2[CH:9]=[C:10]([NH2:19])[C:11]([NH:14][C:15]([CH3:18])([CH3:17])[CH3:16])=[CH:12][CH:13]=2)=[CH:4][N:3]=1.[Br:20][C:21]1[CH:22]=[CH:23][C:24]([N:29]2[CH:33]=[N:32][CH:31]=[N:30]2)=[C:25]([CH:28]=1)[CH:26]=O.N1CCC[C@H]1C(O)=O. The catalyst is CO. The product is [Br:20][C:21]1[CH:22]=[CH:23][C:24]([N:29]2[CH:33]=[N:32][CH:31]=[N:30]2)=[C:25]([C:26]2[N:14]([C:15]([CH3:16])([CH3:18])[CH3:17])[C:11]3[CH:12]=[CH:13][C:8]([C:5]4[CH:4]=[N:3][C:2]([NH2:1])=[N:7][CH:6]=4)=[CH:9][C:10]=3[N:19]=2)[CH:28]=1. The yield is 0.310. (5) The reactants are [Cl:1][C:2]1[CH:8]=[C:7]([O:9][C:10]2[C:19]3[C:14](=[CH:15][C:16]([O:22][CH3:23])=[C:17]([O:20][CH3:21])[CH:18]=3)[N:13]=[CH:12][N:11]=2)[CH:6]=[CH:5][C:3]=1[NH2:4].Cl[C:25](Cl)([O:27][C:28](=[O:34])OC(Cl)(Cl)Cl)Cl.[CH:36]1(O)[CH2:40]C[CH2:38][CH2:37]1.C(=O)(O)[O-].[Na+]. The catalyst is C(Cl)Cl.C(N(CC)CC)C.C1(C)C=CC=CC=1. The product is [Cl:1][C:2]1[CH:8]=[C:7]([O:9][C:10]2[C:19]3[C:14](=[CH:15][C:16]([O:22][CH3:23])=[C:17]([O:20][CH3:21])[CH:18]=3)[N:13]=[CH:12][N:11]=2)[CH:6]=[CH:5][C:3]=1[NH:4][C:28](=[O:34])[O:27][CH:25]1[CH2:38][CH2:37][CH2:36][CH2:40]1. The yield is 0.800. (6) The reactants are Br[C:2]1[C:29]([O:30][C:31]([F:34])([F:33])[F:32])=[CH:28][C:5]([C:6]([NH:8][C:9]2[CH:10]=[N:11][C:12]([N:15]3[CH2:20][CH2:19][N:18]([C:21](=[O:26])[C:22]([CH3:25])([CH3:24])[CH3:23])[CH2:17][C@H:16]3[CH3:27])=[CH:13][CH:14]=2)=[O:7])=[CH:4][C:3]=1[Cl:35].[CH3:36][C@@H:37]1[CH2:41][N:40]([C:42]([O:44][C:45]([CH3:48])([CH3:47])[CH3:46])=[O:43])[C@H:39]([C:49]2[NH:50][CH:51]=[C:52]([C:54]3[CH:59]=[CH:58][C:57](B4OC(C)(C)C(C)(C)O4)=[CH:56][CH:55]=3)[N:53]=2)[CH2:38]1.C(=O)([O-])[O-].[K+].[K+]. The catalyst is C1(C)C=CC=CC=1.O.C1C=CC(P(C2C=CC=CC=2)[C-]2C=CC=C2)=CC=1.C1C=CC(P(C2C=CC=CC=2)[C-]2C=CC=C2)=CC=1.Cl[Pd]Cl.[Fe+2]. The product is [Cl:35][C:3]1[CH:4]=[C:5]([C:6](=[O:7])[NH:8][C:9]2[CH:10]=[N:11][C:12]([N:15]3[CH2:20][CH2:19][N:18]([C:21](=[O:26])[C:22]([CH3:25])([CH3:24])[CH3:23])[CH2:17][C@H:16]3[CH3:27])=[CH:13][CH:14]=2)[CH:28]=[C:29]([O:30][C:31]([F:34])([F:33])[F:32])[C:2]=1[C:57]1[CH:56]=[CH:55][C:54]([C:52]2[N:53]=[C:49]([C@@H:39]3[CH2:38][C@H:37]([CH3:36])[CH2:41][N:40]3[C:42]([O:44][C:45]([CH3:46])([CH3:48])[CH3:47])=[O:43])[NH:50][CH:51]=2)=[CH:59][CH:58]=1. The yield is 0.510. (7) The reactants are C(OC(=O)[NH:7][CH:8]([C:13]([N:15]1[CH2:19][CH:18]([O:20][C:21]2[C:30]3[C:25](=C(Cl)[CH:27]=[CH:28][CH:29]=3)[N:24]=[C:23]([O:32][CH2:33][CH:34]([O:37][CH3:38])[O:35][CH3:36])[CH:22]=2)[CH2:17][CH:16]1[C:39](=[O:57])[NH:40][C:41]1([C:46]([NH:48][S:49]([O:52][C:53]2([CH3:56])[CH2:55][CH2:54]2)(=[O:51])=[O:50])=[O:47])[CH2:43][CH:42]1[CH2:44][CH3:45])=[O:14])[C:9]([CH3:12])([CH3:11])[CH3:10])(C)(C)C.C(O)(C(F)(F)F)=O.[F:66][C:67]([F:85])([F:84])[C:68]([O:71][C:72](=[O:83])OC1C=CC([N+]([O-])=O)=CC=1)([CH3:70])[CH3:69].C(N(C(C)C)CC)(C)C.[CH2:95]([Cl:97])Cl. The catalyst is CO. The product is [F:85][C:67]([F:66])([F:84])[C:68]([O:71][C:72](=[O:83])[NH:7][CH:8]([C:13]([N:15]1[CH2:19][CH:18]([O:20][C:21]2[C:30]3[C:25](=[C:95]([Cl:97])[CH:27]=[CH:28][CH:29]=3)[N:24]=[C:23]([O:32][CH2:33][CH:34]([O:35][CH3:36])[O:37][CH3:38])[CH:22]=2)[CH2:17][CH:16]1[C:39](=[O:57])[NH:40][C:41]1([C:46]([NH:48][S:49]([O:52][C:53]2([CH3:56])[CH2:54][CH2:55]2)(=[O:50])=[O:51])=[O:47])[CH2:43][CH:42]1[CH2:44][CH3:45])=[O:14])[C:9]([CH3:10])([CH3:11])[CH3:12])([CH3:69])[CH3:70]. The yield is 0.470.